The task is: Predict which catalyst facilitates the given reaction.. This data is from Catalyst prediction with 721,799 reactions and 888 catalyst types from USPTO. (1) Reactant: Cl[C:2]1[N:7]=[C:6]([NH:8][C:9]2[CH:13]=[C:12]([O:14][CH3:15])[NH:11][N:10]=2)[C:5]([Cl:16])=[CH:4][N:3]=1.Cl.[F:18][C:19]1[CH:20]=[N:21][C:22]([C@@H:25]([NH2:27])[CH3:26])=[N:23][CH:24]=1.CCN(C(C)C)C(C)C. Product: [Cl:16][C:5]1[C:6]([NH:8][C:9]2[CH:13]=[C:12]([O:14][CH3:15])[NH:11][N:10]=2)=[N:7][C:2]([NH:27][C@H:25]([C:22]2[N:23]=[CH:24][C:19]([F:18])=[CH:20][N:21]=2)[CH3:26])=[N:3][CH:4]=1. The catalyst class is: 114. (2) Reactant: [Si]([O:18][C@@H:19]1[CH2:24][CH2:23][CH2:22][C@H:21]([CH2:25][O:26][C:27]([CH3:36])([CH3:35])[C:28]([O:30][C:31]([CH3:34])([CH3:33])[CH3:32])=[O:29])[CH2:20]1)(C(C)(C)C)(C1C=CC=CC=1)C1C=CC=CC=1.[F-].C([N+](CCCC)(CCCC)CCCC)CCC. Product: [OH:18][C@@H:19]1[CH2:24][CH2:23][CH2:22][C@H:21]([CH2:25][O:26][C:27]([CH3:36])([CH3:35])[C:28]([O:30][C:31]([CH3:34])([CH3:33])[CH3:32])=[O:29])[CH2:20]1. The catalyst class is: 10. (3) Reactant: Cl.[CH3:2][O:3][C:4](=[O:11])[C@H:5]([CH2:7][CH:8]([CH3:10])[CH3:9])[NH2:6].[C:12](O[C:12]([O:14][C:15]([CH3:18])([CH3:17])[CH3:16])=[O:13])([O:14][C:15]([CH3:18])([CH3:17])[CH3:16])=[O:13].C(N(CC)CC)C. Product: [CH3:2][O:3][C:4](=[O:11])[C@H:5]([CH2:7][CH:8]([CH3:10])[CH3:9])[NH:6][C:12]([O:14][C:15]([CH3:18])([CH3:17])[CH3:16])=[O:13]. The catalyst class is: 56. (4) Reactant: C[Si]([N-][Si](C)(C)C)(C)C.[K+].C1(C)C=CC=CC=1.[CH2:18]([C@H:25]1[CH2:29][O:28][C:27](=[O:30])[N:26]1[C:31](=[O:44])[CH2:32][CH2:33][CH2:34][CH2:35][CH2:36][CH2:37][C:38]1([CH3:43])[O:42][CH2:41][CH2:40][O:39]1)[C:19]1[CH:24]=[CH:23][CH:22]=[CH:21][CH:20]=1.CC(C1C=C(C(C)C)C(S([N:60]=[N+:61]=[N-:62])(=O)=O)=C(C(C)C)C=1)C.CC(O)=O.[NH4+].[Cl-]. Product: [N:60]([C@@H:32]([CH2:33][CH2:34][CH2:35][CH2:36][CH2:37][C:38]1([CH3:43])[O:39][CH2:40][CH2:41][O:42]1)[C:31]([N:26]1[C@@H:25]([CH2:18][C:19]2[CH:20]=[CH:21][CH:22]=[CH:23][CH:24]=2)[CH2:29][O:28][C:27]1=[O:30])=[O:44])=[N+:61]=[N-:62]. The catalyst class is: 1. (5) Reactant: C([Li])CCC.C(NC(C)C)(C)C.[F:13][C:14]1[CH:19]=[CH:18][CH:17]=[C:16]([F:20])[N:15]=1.[I:21]I.S([O-])([O-])=O.[Na+].[Na+]. Product: [F:13][C:14]1[C:19]([I:21])=[CH:18][CH:17]=[C:16]([F:20])[N:15]=1. The catalyst class is: 305. (6) Reactant: [I:1][CH2:2][CH2:3][CH2:4][C:5]([C:7]1[CH:12]=[CH:11][C:10]([C:13]([CH3:18])([CH3:17])[C:14]([OH:16])=[O:15])=[CH:9][CH:8]=1)=[O:6].[BH4-].[Na+].Cl. Product: [OH:6][CH:5]([C:7]1[CH:12]=[CH:11][C:10]([C:13]([CH3:18])([CH3:17])[C:14]([OH:16])=[O:15])=[CH:9][CH:8]=1)[CH2:4][CH2:3][CH2:2][I:1]. The catalyst class is: 5. (7) Reactant: [CH3:1][O:2][C:3]1[CH:4]=[C:5]([CH:7]=[CH:8][C:9]=1[O:10][CH3:11])[NH2:6].[C:12]([O-:15])([O-])=O.[K+].[K+].[CH3:18][O:19][CH:20]([O:23][CH3:24])[CH2:21][NH2:22].C[CH2:26][O:27]C(C)=O. Product: [CH3:18][O:19][CH:20]([O:23][CH3:24])[CH2:21][NH:22][C:12](=[O:15])[C:26]([NH:6][C:5]1[CH:7]=[CH:8][C:9]([O:10][CH3:11])=[C:3]([O:2][CH3:1])[CH:4]=1)=[O:27]. The catalyst class is: 6.